Task: Predict which catalyst facilitates the given reaction.. Dataset: Catalyst prediction with 721,799 reactions and 888 catalyst types from USPTO (1) Reactant: C([N:4]1[C:12]2[C:7](=[CH:8][CH:9]=[CH:10][CH:11]=2)[C:6](=[C:13](OCC)[C:14]2[CH:19]=[CH:18][CH:17]=[CH:16][CH:15]=2)[C:5]1=[O:23])(=O)C.[CH3:24][O:25][CH2:26][C:27]([NH:29][C:30]1[CH:36]=[CH:35][C:33]([NH2:34])=[CH:32][CH:31]=1)=[O:28].[OH-].[Na+]. Product: [CH3:24][O:25][CH2:26][C:27]([NH:29][C:30]1[CH:36]=[CH:35][C:33]([NH:34]/[C:13](=[C:6]2\[C:5](=[O:23])[NH:4][C:12]3[C:7]\2=[CH:8][CH:9]=[CH:10][CH:11]=3)/[C:14]2[CH:15]=[CH:16][CH:17]=[CH:18][CH:19]=2)=[CH:32][CH:31]=1)=[O:28]. The catalyst class is: 121. (2) Reactant: Br[C:2]1[N:9]=[CH:8][CH:7]=[C:6]([NH:10][C@H:11]([CH2:13][CH2:14][C:15]2[CH:20]=[CH:19][CH:18]=[CH:17][CH:16]=2)[CH3:12])[C:3]=1[C:4]#[N:5].[N-:21]=[N+:22]=[N-:23].[Na+].[Cl-].[NH4+]. Product: [N:21]([C:2]1[N:9]=[CH:8][CH:7]=[C:6]([NH:10][C@H:11]([CH2:13][CH2:14][C:15]2[CH:20]=[CH:19][CH:18]=[CH:17][CH:16]=2)[CH3:12])[C:3]=1[C:4]#[N:5])=[N+:22]=[N-:23]. The catalyst class is: 3. (3) Reactant: CC[N:3](C1C=CC=CC=1)CC.[NH:12]1[C:20]2[C:15](=[CH:16][CH:17]=[CH:18][CH:19]=2)[CH:14]=[C:13]1[C:21]([OH:23])=O.Cl.CN(C)CCCN=C=NCC.ON1C2C=CC=CC=2N=N1. Product: [NH:12]1[C:20]2[C:15](=[CH:16][CH:17]=[CH:18][CH:19]=2)[CH:14]=[C:13]1[C:21]([NH2:3])=[O:23]. The catalyst class is: 1. (4) Reactant: [Br:1]N1C(=O)CCC1=O.[S:9]1[C:13]2[C:14]3[CH:22]=[N:21][CH:20]=[CH:19][C:15]=3[O:16][CH2:17][CH2:18][C:12]=2[CH:11]=[CH:10]1.O. Product: [Br:1][C:10]1[S:9][C:13]2[C:14]3[CH:22]=[N:21][CH:20]=[CH:19][C:15]=3[O:16][CH2:17][CH2:18][C:12]=2[CH:11]=1. The catalyst class is: 9. (5) Reactant: [OH:1][C:2]1[CH:3]=[C:4]([C:8](=[O:10])[CH3:9])[CH:5]=[CH:6][CH:7]=1.C(=O)([O-])[O-].[Na+].[Na+].[C:17](OC=C)(=O)[CH3:18]. Product: [CH:17]([O:1][C:2]1[CH:3]=[C:4]([C:8](=[O:10])[CH3:9])[CH:5]=[CH:6][CH:7]=1)=[CH2:18]. The catalyst class is: 11. (6) Product: [F:3][C:4]1[CH:5]=[CH:6][C:7]([C:10]2[N:11]=[C:12]([CH2:15][CH2:16][C:17]([OH:19])=[O:18])[S:13][CH:14]=2)=[CH:8][CH:9]=1. Reactant: [OH-].[Na+].[F:3][C:4]1[CH:9]=[CH:8][C:7]([C:10]2[N:11]=[C:12]([CH2:15][CH2:16][C:17]([O:19]CC)=[O:18])[S:13][CH:14]=2)=[CH:6][CH:5]=1. The catalyst class is: 5.